From a dataset of Forward reaction prediction with 1.9M reactions from USPTO patents (1976-2016). Predict the product of the given reaction. (1) Given the reactants [CH3:1][C@H:2]1[CH2:6][N:5]([S:7]([CH3:10])(=[O:9])=[O:8])[CH2:4][C@H:3]1[NH:11][C:12]1[C:13]2[N:14]([CH:21]=[C:22]([C:24]3[CH:25]=[N:26][NH:27][CH:28]=3)[CH:23]=2)[N:15]=[CH:16][C:17]=1[C:18]([NH2:20])=[O:19].C1CCN2C(=NCCC2)CC1.[CH3:40][C:41]1([CH3:44])[CH2:43][O:42]1, predict the reaction product. The product is: [OH:42][C:41]([CH3:44])([CH3:43])[CH2:40][N:26]1[CH:25]=[C:24]([C:22]2[CH:23]=[C:13]3[C:12]([NH:11][C@H:3]4[C@@H:2]([CH3:1])[CH2:6][N:5]([S:7]([CH3:10])(=[O:8])=[O:9])[CH2:4]4)=[C:17]([C:18]([NH2:20])=[O:19])[CH:16]=[N:15][N:14]3[CH:21]=2)[CH:28]=[N:27]1. (2) Given the reactants [C:1]1([C@@H:7]2[CH2:9][C@H:8]2[NH:10][CH2:11][CH2:12][CH:13]2[CH2:18][CH2:17][N:16]([C:19]([O:21][C:22]([CH3:25])([CH3:24])[CH3:23])=[O:20])[CH2:15][CH2:14]2)[CH:6]=[CH:5][CH:4]=[CH:3][CH:2]=1.[C:26](O[C:26]([C:28]([F:31])([F:30])[F:29])=[O:27])([C:28]([F:31])([F:30])[F:29])=[O:27], predict the reaction product. The product is: [F:29][C:28]([F:31])([F:30])[C:26]([N:10]([CH2:11][CH2:12][CH:13]1[CH2:18][CH2:17][N:16]([C:19]([O:21][C:22]([CH3:25])([CH3:24])[CH3:23])=[O:20])[CH2:15][CH2:14]1)[C@@H:8]1[CH2:9][C@H:7]1[C:1]1[CH:6]=[CH:5][CH:4]=[CH:3][CH:2]=1)=[O:27]. (3) Given the reactants [CH2:1]([O:3][C:4](=[O:14])[C:5]1[CH:10]=[C:9]([Br:11])[C:8]([CH3:12])=[CH:7][C:6]=1[NH2:13])[CH3:2].[Br:15]CC1C=C(C=CC=1S(CC)(=O)=O)C#N, predict the reaction product. The product is: [CH2:1]([O:3][C:4](=[O:14])[C:5]1[CH:10]=[C:9]([Br:11])[C:8]([CH3:12])=[C:7]([Br:15])[C:6]=1[NH2:13])[CH3:2]. (4) Given the reactants [F:1][C:2]([F:19])([F:18])[C:3]1[CH:4]=[C:5]([NH:13][C:14](=[O:17])[CH2:15]Cl)[CH:6]=[C:7]([C:9]([F:12])([F:11])[F:10])[CH:8]=1.[NH:20]1[CH2:25][CH2:24][NH:23][CH2:22][C:21]1=[O:26].C([O-])([O-])=O.[K+].[K+], predict the reaction product. The product is: [F:1][C:2]([F:19])([F:18])[C:3]1[CH:4]=[C:5]([NH:13][C:14](=[O:17])[CH2:15][N:23]2[CH2:24][CH2:25][NH:20][C:21](=[O:26])[CH2:22]2)[CH:6]=[C:7]([C:9]([F:12])([F:11])[F:10])[CH:8]=1. (5) Given the reactants [N:1]1[CH:6]=[CH:5][CH:4]=[CH:3][C:2]=1[N:7]1[CH2:11][CH2:10][C@H:9]([NH:12][C:13]([N:15]2[CH:19]=[CH:18][N:17]=C2)=[O:14])[CH2:8]1, predict the reaction product. The product is: [NH2:17][CH2:18][CH2:19][NH:15][C:13]([NH:12][C@H:9]1[CH2:10][CH2:11][N:7]([C:2]2[CH:3]=[CH:4][CH:5]=[CH:6][N:1]=2)[CH2:8]1)=[O:14]. (6) Given the reactants [CH2:1]([O:3][CH2:4][CH3:5])[CH3:2].[CH:6]([OH:9])([CH3:8])[CH3:7], predict the reaction product. The product is: [CH:6]([OH:9])([CH3:8])[CH3:7].[CH2:1]([O:3][CH2:4][CH3:5])[CH3:2].